Dataset: Full USPTO retrosynthesis dataset with 1.9M reactions from patents (1976-2016). Task: Predict the reactants needed to synthesize the given product. (1) Given the product [NH2:34][CH2:33][CH:32]1[O:31][B:30]([OH:37])[C:29]2[C:24]([O:23][CH2:22][CH2:21][CH2:20][N:17]3[CH2:18][CH2:19][N:14]([C:11]4[CH:12]=[C:13]5[C:8]([C:7](=[O:39])[C:6]([C:40]([O:42][CH2:43][C:44]6[CH:45]=[CH:46][CH:47]=[CH:48][CH:49]=6)=[O:41])=[CH:5][N:4]5[CH:1]5[CH2:3][CH2:2]5)=[CH:9][C:10]=4[F:38])[CH2:15][CH2:16]3)=[CH:25][CH:26]=[CH:27][C:28]1=2, predict the reactants needed to synthesize it. The reactants are: [CH:1]1([N:4]2[C:13]3[C:8](=[CH:9][C:10]([F:38])=[C:11]([N:14]4[CH2:19][CH2:18][N:17]([CH2:20][CH2:21][CH2:22][O:23][C:24]5[C:29]6[B:30]([OH:37])[O:31][CH:32]([CH2:33][N+:34]([O-])=O)[C:28]=6[CH:27]=[CH:26][CH:25]=5)[CH2:16][CH2:15]4)[CH:12]=3)[C:7](=[O:39])[C:6]([C:40]([O:42][CH2:43][C:44]3[CH:49]=[CH:48][CH:47]=[CH:46][CH:45]=3)=[O:41])=[CH:5]2)[CH2:3][CH2:2]1.N. (2) The reactants are: [C:1]([CH2:4][CH2:5][CH2:6][CH2:7][CH2:8][O:9][C:10]1[C:11]([C:24]2[CH:25]=[C:26]([CH:32]=[CH:33][C:34]([O:36]CC)=[O:35])[CH:27]=[CH:28][C:29]=2[O:30][CH3:31])=[CH:12][C:13]2[C:14]([CH3:23])([CH3:22])[CH2:15][CH2:16][C:17]([CH3:21])([CH3:20])[C:18]=2[CH:19]=1)(O)=[O:2].C1([NH:45]C2CCCCC2)CCCCC1.S(Cl)(Cl)=O.C(N(CC)CC)C.N.Cl. Given the product [C:1]([CH2:4][CH2:5][CH2:6][CH2:7][CH2:8][O:9][C:10]1[C:11]([C:24]2[CH:25]=[C:26]([CH:32]=[CH:33][C:34]([OH:36])=[O:35])[CH:27]=[CH:28][C:29]=2[O:30][CH3:31])=[CH:12][C:13]2[C:14]([CH3:23])([CH3:22])[CH2:15][CH2:16][C:17]([CH3:21])([CH3:20])[C:18]=2[CH:19]=1)(=[O:2])[NH2:45], predict the reactants needed to synthesize it. (3) Given the product [C:12]([O:16][C:17]([N:19]1[CH2:24][CH2:23][N:22]([CH2:1][C:3]2[CH:4]=[C:5]3[C:9](=[CH:10][CH:11]=2)[NH:8][CH:7]=[CH:6]3)[CH2:21][CH2:20]1)=[O:18])([CH3:15])([CH3:13])[CH3:14], predict the reactants needed to synthesize it. The reactants are: [CH:1]([C:3]1[CH:4]=[C:5]2[C:9](=[CH:10][CH:11]=1)[NH:8][CH:7]=[CH:6]2)=O.[C:12]([O:16][C:17]([N:19]1[CH2:24][CH2:23][NH:22][CH2:21][CH2:20]1)=[O:18])([CH3:15])([CH3:14])[CH3:13].C(O)(=O)C.C(O[BH-](OC(=O)C)OC(=O)C)(=O)C.[Na+].C(=O)([O-])[O-].[Na+].[Na+]. (4) Given the product [CH2:16]([O:15][C:13]([C:12]1[C:11]([C:18]2[CH:23]=[CH:22][CH:21]=[CH:20][CH:19]=2)=[N:1][C:2]2[C:3]([C:4]=1[NH2:5])=[CH:6][CH:7]=[CH:8][CH:9]=2)=[O:14])[CH3:17], predict the reactants needed to synthesize it. The reactants are: [NH2:1][C:2]1[CH:9]=[CH:8][CH:7]=[CH:6][C:3]=1[C:4]#[N:5].O=[C:11]([C:18]1[CH:23]=[CH:22][CH:21]=[CH:20][CH:19]=1)[CH2:12][C:13]([O:15][CH2:16][CH3:17])=[O:14].